This data is from Forward reaction prediction with 1.9M reactions from USPTO patents (1976-2016). The task is: Predict the product of the given reaction. (1) The product is: [F:1][C:2]1[CH:3]=[CH:4][C:5]([S:8]([N:11]([CH2:15][C:16]([NH:31][CH2:30][C:26]2[CH:27]=[CH:28][CH:29]=[C:24]([N:19]3[CH2:23][CH2:22][CH2:21][CH2:20]3)[CH:25]=2)=[O:18])[CH:12]([CH3:13])[CH3:14])(=[O:9])=[O:10])=[CH:6][CH:7]=1. Given the reactants [F:1][C:2]1[CH:7]=[CH:6][C:5]([S:8]([N:11]([CH2:15][C:16]([OH:18])=O)[CH:12]([CH3:14])[CH3:13])(=[O:10])=[O:9])=[CH:4][CH:3]=1.[N:19]1([C:24]2[CH:25]=[C:26]([CH2:30][NH2:31])[CH:27]=[CH:28][CH:29]=2)[CH2:23][CH2:22][CH2:21][CH2:20]1.CN(C(ON1N=NC2C=CC=NC1=2)=[N+](C)C)C.F[P-](F)(F)(F)(F)F.OS([O-])(=O)=O.[K+], predict the reaction product. (2) Given the reactants C[O:2][C:3]([C:5]1[O:9][C:8]([C:10]2[CH:15]=[CH:14][C:13]([C:16]([F:19])([F:18])[F:17])=[CH:12][CH:11]=2)=[N:7][C:6]=1[CH2:20][CH3:21])=O.[Li+].[BH4-], predict the reaction product. The product is: [CH2:20]([C:6]1[N:7]=[C:8]([C:10]2[CH:15]=[CH:14][C:13]([C:16]([F:19])([F:18])[F:17])=[CH:12][CH:11]=2)[O:9][C:5]=1[CH2:3][OH:2])[CH3:21]. (3) Given the reactants [Cl:1][C:2]1[C:7]([Cl:8])=[CH:6][CH:5]=[CH:4][C:3]=1[N:9]1[CH2:14][CH2:13][NH:12][CH2:11][CH2:10]1.C(=O)([O-])[O-].[K+].[K+].I[CH2:22][CH2:23][CH3:24].Cl, predict the reaction product. The product is: [Cl:1][C:2]1[C:7]([Cl:8])=[CH:6][CH:5]=[CH:4][C:3]=1[N:9]1[CH2:14][CH2:13][N:12]([CH2:22][CH2:23][CH3:24])[CH2:11][CH2:10]1. (4) Given the reactants [CH3:1][O:2][C:3]1[CH:4]=[C:5]([N:13]=[C:14]=S)[CH:6]=[C:7]([O:11][CH3:12])[C:8]=1[O:9][CH3:10].C(N=C=NC(C)C)(C)C.[NH2:25][C:26]1[CH:35]=[CH:34][C:29]([C:30]([O:32][CH3:33])=[O:31])=[CH:28][C:27]=1[NH:36][CH2:37][CH2:38][CH2:39][NH:40][C:41]([O:43][C:44]([CH3:47])([CH3:46])[CH3:45])=[O:42], predict the reaction product. The product is: [C:44]([O:43][C:41]([NH:40][CH2:39][CH2:38][CH2:37][N:36]1[C:27]2[CH:28]=[C:29]([C:30]([O:32][CH3:33])=[O:31])[CH:34]=[CH:35][C:26]=2[N:25]=[C:14]1[NH:13][C:5]1[CH:4]=[C:3]([O:2][CH3:1])[C:8]([O:9][CH3:10])=[C:7]([O:11][CH3:12])[CH:6]=1)=[O:42])([CH3:46])([CH3:47])[CH3:45]. (5) Given the reactants I[C:2]1[CH:3]=[C:4]([CH:10]=[CH:11][CH:12]=1)[C:5]([O:7][CH2:8][CH3:9])=[O:6].[N-:13]=[N+:14]=[N-:15].[Na+].[CH2:17]([C:19]1[CH:24]=[CH:23][C:22]([C:25]#[CH:26])=[CH:21][CH:20]=1)[CH3:18].CNCCNC.O=C1O[C@H]([C@H](CO)O)C([O-])=C1O.[Na+], predict the reaction product. The product is: [CH2:25]([C:22]1[CH:23]=[CH:24][C:19]([C:17]2[N:13]=[N:14][N:15]([C:2]3[CH:3]=[C:4]([CH:10]=[CH:11][CH:12]=3)[C:5]([O:7][CH2:8][CH3:9])=[O:6])[CH:18]=2)=[CH:20][CH:21]=1)[CH3:26]. (6) Given the reactants [NH2:1][C:2]1[C:11]([C:12]2[S:13][C:14]3[CH:20]=[CH:19][C:18]([NH2:21])=[CH:17][C:15]=3[CH:16]=2)=[CH:10][C:5]([C:6]([O:8][CH3:9])=[O:7])=[CH:4][N:3]=1.[F:22][C:23]1[CH:28]=[C:27]([F:29])[CH:26]=[CH:25][C:24]=1[N:30]=[C:31]=[O:32], predict the reaction product. The product is: [NH2:1][C:2]1[C:11]([C:12]2[S:13][C:14]3[CH:20]=[CH:19][C:18]([NH:21][C:31]([NH:30][C:24]4[CH:25]=[CH:26][C:27]([F:29])=[CH:28][C:23]=4[F:22])=[O:32])=[CH:17][C:15]=3[CH:16]=2)=[CH:10][C:5]([C:6]([O:8][CH3:9])=[O:7])=[CH:4][N:3]=1. (7) Given the reactants [NH2:1][C:2]1[N:7]=[C:6]([C:8]([O:10]C)=[O:9])[C:5](Br)=[CH:4][CH:3]=1.[CH3:13][Sn](C)(C)C.[Li+].[Cl-], predict the reaction product. The product is: [NH2:1][C:2]1[N:7]=[C:6]([C:8]([OH:10])=[O:9])[C:5]([CH3:13])=[CH:4][CH:3]=1. (8) Given the reactants Br[C:2]1[C:3](=[O:32])[N:4]([CH2:24][CH2:25][C:26]2[CH:31]=[CH:30][CH:29]=[CH:28][CH:27]=2)[C:5]([C:9]2[CH:14]=[CH:13][CH:12]=[C:11]([F:15])[C:10]=2[O:16][CH2:17][C:18]2[CH:23]=[CH:22][CH:21]=[CH:20][CH:19]=2)=[N:6][C:7]=1[CH3:8].C[Sn](C)(C)[C:35]1[S:39][C:38]([C:40]2[O:44][CH:43]=[N:42][CH:41]=2)=[CH:37][CH:36]=1.[F-].[Cs+], predict the reaction product. The product is: [F:15][C:11]1[C:10]([O:16][CH2:17][C:18]2[CH:23]=[CH:22][CH:21]=[CH:20][CH:19]=2)=[C:9]([C:5]2[N:4]([CH2:24][CH2:25][C:26]3[CH:31]=[CH:30][CH:29]=[CH:28][CH:27]=3)[C:3](=[O:32])[C:2]([C:35]3[S:39][C:38]([C:40]4[O:44][CH:43]=[N:42][CH:41]=4)=[CH:37][CH:36]=3)=[C:7]([CH3:8])[N:6]=2)[CH:14]=[CH:13][CH:12]=1.